Dataset: NCI-60 drug combinations with 297,098 pairs across 59 cell lines. Task: Regression. Given two drug SMILES strings and cell line genomic features, predict the synergy score measuring deviation from expected non-interaction effect. (1) Drug 1: C1CN(CCN1C(=O)CCBr)C(=O)CCBr. Drug 2: CN(C(=O)NC(C=O)C(C(C(CO)O)O)O)N=O. Cell line: NCIH23. Synergy scores: CSS=32.7, Synergy_ZIP=2.39, Synergy_Bliss=5.58, Synergy_Loewe=-14.4, Synergy_HSA=5.11. (2) Drug 1: C(CC(=O)O)C(=O)CN.Cl. Drug 2: CC1=C(C(=O)C2=C(C1=O)N3CC4C(C3(C2COC(=O)N)OC)N4)N. Cell line: HS 578T. Synergy scores: CSS=16.1, Synergy_ZIP=-7.36, Synergy_Bliss=-6.12, Synergy_Loewe=-4.10, Synergy_HSA=-1.24. (3) Drug 1: C1=CN(C(=O)N=C1N)C2C(C(C(O2)CO)O)O.Cl. Drug 2: CC12CCC3C(C1CCC2O)C(CC4=C3C=CC(=C4)O)CCCCCCCCCS(=O)CCCC(C(F)(F)F)(F)F. Cell line: SF-295. Synergy scores: CSS=2.27, Synergy_ZIP=-0.909, Synergy_Bliss=1.58, Synergy_Loewe=-0.874, Synergy_HSA=-0.306. (4) Drug 1: CC1CC(C(C(C=C(C(C(C=CC=C(C(=O)NC2=CC(=O)C(=C(C1)C2=O)OC)C)OC)OC(=O)N)C)C)O)OC. Drug 2: CC(C)(C#N)C1=CC=C(C=C1)N2C3=C4C=C(C=CC4=NC=C3N(C2=O)C)C5=CC6=CC=CC=C6N=C5. Cell line: UACC62. Synergy scores: CSS=76.3, Synergy_ZIP=6.57, Synergy_Bliss=5.93, Synergy_Loewe=7.60, Synergy_HSA=10.9. (5) Drug 1: CC12CCC(CC1=CCC3C2CCC4(C3CC=C4C5=CN=CC=C5)C)O. Drug 2: CCC1=C2CN3C(=CC4=C(C3=O)COC(=O)C4(CC)O)C2=NC5=C1C=C(C=C5)O. Cell line: LOX IMVI. Synergy scores: CSS=65.7, Synergy_ZIP=9.16, Synergy_Bliss=8.10, Synergy_Loewe=9.02, Synergy_HSA=12.2.